This data is from CYP2C9 inhibition data for predicting drug metabolism from PubChem BioAssay. The task is: Regression/Classification. Given a drug SMILES string, predict its absorption, distribution, metabolism, or excretion properties. Task type varies by dataset: regression for continuous measurements (e.g., permeability, clearance, half-life) or binary classification for categorical outcomes (e.g., BBB penetration, CYP inhibition). Dataset: cyp2c9_veith. (1) The drug is CC(C)CC(=O)N1CCN(Cc2cccc(F)c2)CC1. The result is 1 (inhibitor). (2) The molecule is N#CCO/N=C(\c1ccccc1)c1ccncc1. The result is 1 (inhibitor). (3) The result is 0 (non-inhibitor). The drug is c1cncc(CNCCN2CCNCC2)c1. (4) The drug is CC1CCN(C(NC(=O)c2ccco2)C(=O)c2ccccc2)CC1. The result is 1 (inhibitor). (5) The compound is Clc1ccc2c(c1)N=C(N1CCNCC1)c1ccccc1N2. The result is 0 (non-inhibitor). (6) The result is 1 (inhibitor). The drug is Cc1ccccc1OCC(=O)NC(=S)Nc1ccc(S(=O)(=O)NC2CCCCC2)cc1.